Dataset: Reaction yield outcomes from USPTO patents with 853,638 reactions. Task: Predict the reaction yield, written as a fraction of the theoretical maximum amount of product (1.0 means a 100% yield; for example, 0.34 means a 34% yield). (1) The reactants are Br[C:2]1[CH:18]=[CH:17][C:5]([C:6]([C@@H:8]2[CH2:12][CH2:11][CH2:10][C@H:9]2[C:13]([O:15][CH3:16])=[O:14])=[O:7])=[CH:4][CH:3]=1.[NH2:19][C:20]1[CH:25]=[CH:24][C:23](B(O)O)=[CH:22][CH:21]=1.C([O-])([O-])=O.[Na+].[Na+].ClCCl. The catalyst is CCOC(C)=O.C1C=CC(P(C2C=CC=CC=2)[C-]2C=CC=C2)=CC=1.C1C=CC(P(C2C=CC=CC=2)[C-]2C=CC=C2)=CC=1.Cl[Pd]Cl.[Fe+2].CCO.C1(C)C=CC=CC=1. The product is [NH2:19][C:20]1[CH:25]=[CH:24][C:23]([C:2]2[CH:18]=[CH:17][C:5]([C:6]([C@@H:8]3[CH2:12][CH2:11][CH2:10][C@H:9]3[C:13]([O:15][CH3:16])=[O:14])=[O:7])=[CH:4][CH:3]=2)=[CH:22][CH:21]=1. The yield is 0.670. (2) The reactants are [CH2:1]([NH:3][C:4]([NH:6][C:7]1[CH:12]=[CH:11][C:10]([C:13]2[N:14]=[C:15]([N:24]3[CH2:29][CH2:28][O:27][CH2:26][CH2:25]3)[C:16]3[CH2:22][CH2:21][N:20]([CH3:23])[CH2:19][C:17]=3[N:18]=2)=[CH:9][CH:8]=1)=[O:5])[CH3:2].[OH:30][CH:31]1[CH2:36][CH2:35]C(=O)[CH2:33][CH2:32]1.[BH-](OC(C)=O)(OC(C)=O)OC(C)=O.[Na+]. The catalyst is ClCCCl.CN(C=O)C. The product is [CH2:1]([NH:3][C:4]([NH:6][C:7]1[CH:8]=[CH:9][C:10]([C:13]2[N:14]=[C:15]([N:24]3[CH2:29][CH2:28][O:27][CH2:26][CH2:25]3)[C:16]3[CH2:22][CH2:21][N:20]([CH:23]4[CH2:35][CH2:36][CH:31]([OH:30])[CH2:32][CH2:33]4)[CH2:19][C:17]=3[N:18]=2)=[CH:11][CH:12]=1)=[O:5])[CH3:2].[CH2:1]([NH:3][C:4]([NH:6][C:7]1[CH:8]=[CH:9][C:10]([C:13]2[N:14]=[C:15]([N:24]3[CH2:29][CH2:28][O:27][CH2:26][CH2:25]3)[C:16]3[CH2:22][CH2:21][N:20]([CH3:23])[CH2:19][C:17]=3[N:18]=2)=[CH:11][CH:12]=1)=[O:5])[CH3:2]. The yield is 0.220. (3) The reactants are [NH2:1][C:2]1[N:7]=[N:6][C:5]([N:8]2[CH2:13][CH2:12][N:11]([C:14]([C:16]3[CH:21]=[CH:20][CH:19]=[CH:18][C:17]=3[C:22]([F:25])([F:24])[F:23])=[O:15])[CH2:10][CH2:9]2)=[CH:4][CH:3]=1.[CH3:26][CH:27]([CH3:33])[CH2:28][CH2:29][C:30](O)=[O:31].CN(C)CCCN=C=NCC.O. The catalyst is O1CCCC1. The product is [F:23][C:22]([F:25])([F:24])[C:17]1[CH:18]=[CH:19][CH:20]=[CH:21][C:16]=1[C:14]([N:11]1[CH2:10][CH2:9][N:8]([C:5]2[N:6]=[N:7][C:2]([NH:1][C:30](=[O:31])[CH2:29][CH2:28][CH:27]([CH3:33])[CH3:26])=[CH:3][CH:4]=2)[CH2:13][CH2:12]1)=[O:15]. The yield is 0.240. (4) The reactants are Cl[C:2]1[CH:3]=[CH:4][C:5]2[C:14]3[C:9](=[C:10]([CH3:15])[N:11]=[CH:12][CH:13]=3)[C:8](=[O:16])[N:7]([CH3:17])[C:6]=2[CH:18]=1.[F:19][C:20]([F:34])=[CH:21][CH2:22][C@H:23]([NH:26][C:27](=[O:33])[O:28][C:29]([CH3:32])([CH3:31])[CH3:30])[CH2:24][OH:25].C(P(C(C)(C)C)C1C=CC=CC=1C1C(C(C)C)=CC(C(C)C)=CC=1C(C)C)(C)(C)C.C([O-])([O-])=O.[Cs+].[Cs+]. The catalyst is CC([O-])=O.CC([O-])=O.[Pd+2].C1(C)C=CC=CC=1. The product is [CH3:15][C:10]1[N:11]=[CH:12][CH:13]=[C:14]2[C:9]=1[C:8](=[O:16])[N:7]([CH3:17])[C:6]1[CH:18]=[C:2]([O:25][CH2:24][C@@H:23]([NH:26][C:27](=[O:33])[O:28][C:29]([CH3:31])([CH3:30])[CH3:32])[CH2:22][CH:21]=[C:20]([F:34])[F:19])[CH:3]=[CH:4][C:5]2=1. The yield is 0.460.